Dataset: Full USPTO retrosynthesis dataset with 1.9M reactions from patents (1976-2016). Task: Predict the reactants needed to synthesize the given product. Given the product [Cl:1][C:2]1[N:7]=[CH:6][C:5]([C:8]2[CH:9]=[CH:10][C:11]3[N:12]([C:14]([C:41]4[CH:40]=[CH:39][N:38]=[C:37]([CH3:36])[CH:42]=4)=[C:15]([NH:17][C:18](=[O:20])[CH3:19])[N:16]=3)[N:13]=2)=[CH:4][C:3]=1[NH:22][S:23]([C:26]1[CH:31]=[CH:30][CH:29]=[C:28]([O:32][CH:33]([F:35])[F:34])[CH:27]=1)(=[O:25])=[O:24], predict the reactants needed to synthesize it. The reactants are: [Cl:1][C:2]1[N:7]=[CH:6][C:5]([C:8]2[CH:9]=[CH:10][C:11]3[N:12]([C:14](I)=[C:15]([NH:17][C:18](=[O:20])[CH3:19])[N:16]=3)[N:13]=2)=[CH:4][C:3]=1[NH:22][S:23]([C:26]1[CH:31]=[CH:30][CH:29]=[C:28]([O:32][CH:33]([F:35])[F:34])[CH:27]=1)(=[O:25])=[O:24].[CH3:36][C:37]1[CH:42]=[C:41](B(O)O)[CH:40]=[CH:39][N:38]=1.